This data is from Catalyst prediction with 721,799 reactions and 888 catalyst types from USPTO. The task is: Predict which catalyst facilitates the given reaction. (1) The catalyst class is: 23. Product: [F:1][C:2]1[CH:7]=[CH:6][C:5]([CH:12]=[O:13])=[C:4]([OH:8])[CH:3]=1. Reactant: [F:1][C:2]1[CH:3]=[C:4]([OH:8])[CH:5]=[CH:6][CH:7]=1.[Mg+2].[Cl-].[Cl-].[CH2:12]=[O:13]. (2) Reactant: C[O:2][C:3]([C:5]1[CH:6]=[C:7]([C:12]2[CH:17]=[CH:16][C:15]([C:18](=[O:35])[NH:19][C:20]3[CH:25]=[CH:24][C:23]([CH2:26][N:27]4[CH2:32][CH2:31][S:30](=[O:34])(=[O:33])[CH2:29][CH2:28]4)=[CH:22][CH:21]=3)=[CH:14][CH:13]=2)[C:8]([CH3:11])=[CH:9][CH:10]=1)=O.[BH4-].[Li+].CO. Product: [O:34]=[S:30]1(=[O:33])[CH2:31][CH2:32][N:27]([CH2:26][C:23]2[CH:24]=[CH:25][C:20]([NH:19][C:18]([C:15]3[CH:14]=[CH:13][C:12]([C:7]4[CH:6]=[C:5]([CH2:3][OH:2])[CH:10]=[CH:9][C:8]=4[CH3:11])=[CH:17][CH:16]=3)=[O:35])=[CH:21][CH:22]=2)[CH2:28][CH2:29]1. The catalyst class is: 1. (3) Product: [SH:5][C:6]1[CH:15]=[C:14]2[C:9]([CH2:10][CH2:11][CH:12]([C:16]([O:18][CH2:19][CH3:20])=[O:17])[O:13]2)=[CH:8][CH:7]=1. The catalyst class is: 14. Reactant: C([Si](C(C)C)(C(C)C)[S:5][C:6]1[CH:15]=[C:14]2[C:9]([CH2:10][CH2:11][CH:12]([C:16]([O:18][CH2:19][CH3:20])=[O:17])[O:13]2)=[CH:8][CH:7]=1)(C)C.Cl.